Dataset: Forward reaction prediction with 1.9M reactions from USPTO patents (1976-2016). Task: Predict the product of the given reaction. (1) Given the reactants N12CCCN=C1CCCCC2.[Br:12][C:13]1[CH:14]=[CH:15][C:16]([F:36])=[C:17]([C:19]2([CH:33]([F:35])[F:34])[CH2:23]OS(=O)(=O)[N:20]2C(OC(C)(C)C)=O)[CH:18]=1.[NH:37]1[CH:41]=[CH:40][N:39]=[C:38]1[C:42]([O:44][CH2:45][CH3:46])=[O:43], predict the reaction product. The product is: [NH2:20][C:19]([C:17]1[CH:18]=[C:13]([Br:12])[CH:14]=[CH:15][C:16]=1[F:36])([CH:33]([F:34])[F:35])[CH2:23][N:37]1[CH:41]=[CH:40][N:39]=[C:38]1[C:42]([O:44][CH2:45][CH3:46])=[O:43]. (2) Given the reactants [N:1]([CH2:4][C@@H:5]1[C@@H:10]([OH:11])[C@H:9]([OH:12])[C@@H:8]([OH:13])[C@H:7]([C:14]2[CH:19]=[CH:18][C:17]([Cl:20])=[C:16]([CH2:21][C:22]3[CH:27]=[CH:26][C:25]([O:28][CH2:29][CH3:30])=[CH:24][CH:23]=3)[CH:15]=2)[O:6]1)=[N+]=[N-].C1(P(C2C=CC=CC=2)C2C=CC=CC=2)C=CC=CC=1, predict the reaction product. The product is: [NH2:1][CH2:4][C@@H:5]1[C@@H:10]([OH:11])[C@H:9]([OH:12])[C@@H:8]([OH:13])[C@H:7]([C:14]2[CH:19]=[CH:18][C:17]([Cl:20])=[C:16]([CH2:21][C:22]3[CH:23]=[CH:24][C:25]([O:28][CH2:29][CH3:30])=[CH:26][CH:27]=3)[CH:15]=2)[O:6]1. (3) Given the reactants [CH2:1]([O:3][C:4](=[O:30])[CH2:5][C@H:6]([NH:14][C:15]([C:17]1[CH:21]=[C:20]([OH:22])[N:19]([C:23]2[CH:28]=[CH:27][CH:26]=[CH:25][C:24]=2[F:29])[N:18]=1)=[O:16])[C:7]1[CH:12]=[CH:11][CH:10]=[CH:9][C:8]=1[CH3:13])[CH3:2].FC1C=CC=CC=1N1C(O)=CC(C(O)=O)=N1.N[C@H](C1C=CC=CC=1C)CC(OCC)=O.C(=O)([O-])[O-].[Cs+].[Cs+].Br[CH2:69][C:70]1([CH3:74])[CH2:73][O:72][CH2:71]1, predict the reaction product. The product is: [CH2:1]([O:3][C:4](=[O:30])[CH2:5][C@H:6]([NH:14][C:15]([C:17]1[CH:21]=[C:20]([O:22][CH2:69][C:70]2([CH3:74])[CH2:73][O:72][CH2:71]2)[N:19]([C:23]2[CH:28]=[CH:27][CH:26]=[CH:25][C:24]=2[F:29])[N:18]=1)=[O:16])[C:7]1[CH:12]=[CH:11][CH:10]=[CH:9][C:8]=1[CH3:13])[CH3:2].